Dataset: NCI-60 drug combinations with 297,098 pairs across 59 cell lines. Task: Regression. Given two drug SMILES strings and cell line genomic features, predict the synergy score measuring deviation from expected non-interaction effect. (1) Drug 1: CC1C(C(CC(O1)OC2CC(OC(C2O)C)OC3=CC4=CC5=C(C(=O)C(C(C5)C(C(=O)C(C(C)O)O)OC)OC6CC(C(C(O6)C)O)OC7CC(C(C(O7)C)O)OC8CC(C(C(O8)C)O)(C)O)C(=C4C(=C3C)O)O)O)O. Drug 2: C(CN)CNCCSP(=O)(O)O. Cell line: CCRF-CEM. Synergy scores: CSS=51.9, Synergy_ZIP=1.67, Synergy_Bliss=0.972, Synergy_Loewe=-64.4, Synergy_HSA=0.536. (2) Drug 1: CN(CCCl)CCCl.Cl. Drug 2: C(CCl)NC(=O)N(CCCl)N=O. Cell line: ACHN. Synergy scores: CSS=21.7, Synergy_ZIP=-1.32, Synergy_Bliss=-0.797, Synergy_Loewe=0.195, Synergy_HSA=0.285.